From a dataset of Catalyst prediction with 721,799 reactions and 888 catalyst types from USPTO. Predict which catalyst facilitates the given reaction. (1) Reactant: [Br:1][C:2]1[CH:3]=[C:4]2[C:9](=[CH:10][CH:11]=1)[S:8][CH:7]([C:12]1[CH:17]=[CH:16][CH:15]=[CH:14][CH:13]=1)[CH2:6][C:5]12[C:21](=[O:22])[NH:20][C:19](=O)[NH:18]1.COC1C=CC(P2(SP(C3C=CC(OC)=CC=3)(=S)S2)=[S:33])=CC=1. Product: [Br:1][C:2]1[CH:3]=[C:4]2[C:9](=[CH:10][CH:11]=1)[S:8][CH:7]([C:12]1[CH:17]=[CH:16][CH:15]=[CH:14][CH:13]=1)[CH2:6][C:5]12[C:21](=[O:22])[NH:20][C:19](=[S:33])[NH:18]1. The catalyst class is: 12. (2) Reactant: [CH3:1][O:2][C:3]([C:5]1[C:9]2[CH:10]=[CH:11][C:12]([O:14][Si](C(C)(C)C)(C)C)=[CH:13][C:8]=2[O:7][CH:6]=1)=[O:4].Cl. Product: [CH3:1][O:2][C:3]([C:5]1[C:9]2[CH:10]=[CH:11][C:12]([OH:14])=[CH:13][C:8]=2[O:7][CH:6]=1)=[O:4]. The catalyst class is: 5. (3) Reactant: [NH2:1][CH2:2][C:3]1[CH:8]=[CH:7][C:6]([C:9]2[C:17]3[C:16]([NH2:18])=[N:15][CH:14]=[N:13][C:12]=3[N:11]([C@H:19]3[CH2:24][CH2:23][C@H:22]([N:25]4[CH2:30][CH2:29][N:28]([CH3:31])[CH2:27][CH2:26]4)[CH2:21][CH2:20]3)[CH:10]=2)=[CH:5][CH:4]=1.Cl[C:33]([O:35][CH2:36][C:37]1[CH:42]=[CH:41][CH:40]=[CH:39][CH:38]=1)=[O:34]. Product: [NH2:18][C:16]1[C:17]2[C:9]([C:6]3[CH:5]=[CH:4][C:3]([CH2:2][NH:1][C:33](=[O:34])[O:35][CH2:36][C:37]4[CH:42]=[CH:41][CH:40]=[CH:39][CH:38]=4)=[CH:8][CH:7]=3)=[CH:10][N:11]([C@H:19]3[CH2:24][CH2:23][C@H:22]([N:25]4[CH2:26][CH2:27][N:28]([CH3:31])[CH2:29][CH2:30]4)[CH2:21][CH2:20]3)[C:12]=2[N:13]=[CH:14][N:15]=1. The catalyst class is: 529. (4) Reactant: [CH2:1]([O:3][C:4](N=C=S)=[O:5])[CH3:2].[NH2:9][C:10]([NH2:12])=S.C([NH:16]CCC)CC. Product: [CH2:1]([O:3][C:4]([NH:9][C:10]([NH2:12])=[NH:16])=[O:5])[CH3:2]. The catalyst class is: 3. (5) Reactant: [CH:1]([OH:3])=O.[CH2:4]([O:6][CH2:7][CH2:8][CH2:9][NH2:10])[CH3:5].C([O-])([O-])=O.[K+].[K+]. Product: [CH2:4]([O:6][CH2:7][CH2:8][CH2:9][NH:10][CH:1]=[O:3])[CH3:5]. The catalyst class is: 11.